Dataset: Peptide-MHC class I binding affinity with 185,985 pairs from IEDB/IMGT. Task: Regression. Given a peptide amino acid sequence and an MHC pseudo amino acid sequence, predict their binding affinity value. This is MHC class I binding data. The MHC is HLA-B35:01 with pseudo-sequence HLA-B35:01. The binding affinity (normalized) is 0.936. The peptide sequence is MPAIFFSIV.